The task is: Predict the reaction yield, written as a fraction of the theoretical maximum amount of product (1.0 means a 100% yield; for example, 0.34 means a 34% yield).. This data is from Reaction yield outcomes from USPTO patents with 853,638 reactions. The reactants are [OH:1][C:2]1[C:10]([CH:11]=[O:12])=[CH:9][CH:8]=[C:7]2[C:3]=1[CH2:4][CH2:5][CH2:6]2.[C:13](=O)([O-])[O-].[K+].[K+].CI.O. The product is [CH3:13][O:1][C:2]1[C:10]([CH:11]=[O:12])=[CH:9][CH:8]=[C:7]2[C:3]=1[CH2:4][CH2:5][CH2:6]2. The yield is 0.530. The catalyst is CN(C)C=O.